From a dataset of Forward reaction prediction with 1.9M reactions from USPTO patents (1976-2016). Predict the product of the given reaction. (1) Given the reactants [Br:1][C:2]1[CH:7]=[CH:6][N:5]=[C:4]([C:8]#[N:9])[CH:3]=1.Cl.[OH-].[Na+].[Cl-].[Na+], predict the reaction product. The product is: [Br:1][C:2]1[CH:7]=[CH:6][N:5]=[C:4]([CH2:8][NH2:9])[CH:3]=1. (2) The product is: [CH3:31][NH:32][C:1]([C:4]1[CH:5]=[C:6]([NH:10]/[C:11](=[C:18]2\[C:19](=[O:27])[NH:20][C:21]3[C:26]\2=[CH:25][CH:24]=[CH:23][CH:22]=3)/[C:12]2[CH:17]=[CH:16][CH:15]=[CH:14][CH:13]=2)[CH:7]=[CH:8][CH:9]=1)=[O:3]. Given the reactants [C:1]([C:4]1[CH:5]=[C:6]([NH:10]/[C:11](=[C:18]2\[C:19](=[O:27])[NH:20][C:21]3[C:26]\2=[CH:25][CH:24]=[CH:23][CH:22]=3)/[C:12]2[CH:17]=[CH:16][CH:15]=[CH:14][CH:13]=2)[CH:7]=[CH:8][CH:9]=1)([OH:3])=O.Cl.CN.[CH3:31][N:32](C(ON1N=NC2C=CC=CC1=2)=[N+](C)C)C.[B-](F)(F)(F)F.C1C=CC2N(O)N=NC=2C=1, predict the reaction product. (3) Given the reactants Br[C:2]1[CH:7]=[CH:6][CH:5]=[C:4]([O:8][CH3:9])[N:3]=1.[CH3:10][N:11]1[CH2:16][CH2:15][NH:14][CH2:13][CH2:12]1.C([O-])([O-])=O.[K+].[K+], predict the reaction product. The product is: [CH3:9][O:8][C:4]1[N:3]=[C:2]([N:14]2[CH2:15][CH2:16][N:11]([CH3:10])[CH2:12][CH2:13]2)[CH:7]=[CH:6][CH:5]=1. (4) Given the reactants Br[C:2]1[CH:7]=[CH:6][N:5]=[C:4]([C:8]([F:11])([F:10])[F:9])[CH:3]=1.C([Li])(C)(C)C.[Br:17][C:18]1[CH:19]=[C:20](/[C:26](/[C:34]2[CH:39]=[CH:38][CH:37]=[C:36]([F:40])[C:35]=2[C:41]#[N:42])=[N:27]\S(C(C)(C)C)=O)[CH:21]=[CH:22][C:23]=1[O:24][CH3:25].Cl.CO, predict the reaction product. The product is: [Br:17][C:18]1[CH:19]=[C:20]([C:26]2([C:2]3[CH:7]=[CH:6][N:5]=[C:4]([C:8]([F:11])([F:10])[F:9])[CH:3]=3)[C:34]3[C:35](=[C:36]([F:40])[CH:37]=[CH:38][CH:39]=3)[C:41]([NH2:42])=[N:27]2)[CH:21]=[CH:22][C:23]=1[O:24][CH3:25].